Task: Predict which catalyst facilitates the given reaction.. Dataset: Catalyst prediction with 721,799 reactions and 888 catalyst types from USPTO (1) Reactant: C(O)(C(F)(F)F)=O.[Cl:8][C:9]1[CH:10]=[CH:11][C:12]([CH2:24][CH:25]([NH:30][C:31]2[CH:36]=[CH:35][C:34]([O:37][CH3:38])=[CH:33][CH:32]=2)[C:26]([F:29])([F:28])[F:27])=[C:13]([CH:23]=1)[CH2:14][NH:15]C(=O)OC(C)(C)C. Product: [NH2:15][CH2:14][C:13]1[CH:23]=[C:9]([Cl:8])[CH:10]=[CH:11][C:12]=1[CH2:24][CH:25]([NH:30][C:31]1[CH:36]=[CH:35][C:34]([O:37][CH3:38])=[CH:33][CH:32]=1)[C:26]([F:29])([F:28])[F:27]. The catalyst class is: 2. (2) Reactant: C(N(CC)CC)C.[C:8]([O:11][CH2:12][CH2:13][C:14]1[CH:15]=[C:16]2[C:20](=[CH:21][CH:22]=1)[N:19](C(OC(C)(C)C)=O)[CH:18]=[C:17]2[CH:30]=[O:31])(=[O:10])[CH3:9].[CH3:32][O:33][C:34]1[CH:35]=[C:36]([N:40]=[CH:41][C:42]2[CH:50]=[C:45]3[CH:46]=[CH:47][CH:48]=[CH:49][N:44]3[N:43]=2)[CH:37]=[N:38][CH:39]=1. Product: [C:8]([O:11][CH2:12][CH2:13][C:14]1[CH:15]=[C:16]2[C:20](=[CH:21][CH:22]=1)[NH:19][CH:18]=[C:17]2[C:30](=[O:31])[CH:41]([NH:40][C:36]1[CH:37]=[N:38][CH:39]=[C:34]([O:33][CH3:32])[CH:35]=1)[C:42]1[CH:50]=[C:45]2[CH:46]=[CH:47][CH:48]=[CH:49][N:44]2[N:43]=1)(=[O:10])[CH3:9]. The catalyst class is: 433. (3) Product: [OH:30][CH2:29][C@H:28]([N:27]1[CH:5]=[N:4][N:3]=[C:2]1[C:6]1[CH:7]=[C:8]([NH:12][C:13]([C:15]2[CH:20]=[C:19]([C:21]3[CH:22]=[N:23][CH:24]=[CH:25][CH:26]=3)[CH:18]=[CH:17][N:16]=2)=[O:14])[CH:9]=[CH:10][CH:11]=1)[CH3:31]. Reactant: O1[CH:5]=[N:4][N:3]=[C:2]1[C:6]1[CH:7]=[C:8]([NH:12][C:13]([C:15]2[CH:20]=[C:19]([C:21]3[CH:22]=[N:23][CH:24]=[CH:25][CH:26]=3)[CH:18]=[CH:17][N:16]=2)=[O:14])[CH:9]=[CH:10][CH:11]=1.[NH2:27][C@H:28]([CH3:31])[CH2:29][OH:30].FC(F)(F)C(O)=O. The catalyst class is: 51. (4) Reactant: [NH:1]1[CH:5]=[CH:4][C:3]([NH:6][C:7]2[C:16]3[C:11](=[C:12]([O:17][CH3:18])[CH:13]=[CH:14][CH:15]=3)[N:10]=[C:9]([C:19]([O:21]CC)=O)[N:8]=2)=[N:2]1.[F:24][C:25]1[CH:30]=[CH:29][C:28]([Mg]Br)=[CH:27][CH:26]=1. Product: [NH:1]1[CH:5]=[CH:4][C:3]([NH:6][C:7]2[C:16]3[C:11](=[C:12]([O:17][CH3:18])[CH:13]=[CH:14][CH:15]=3)[N:10]=[C:9]([C:19]([C:28]3[CH:29]=[CH:30][C:25]([F:24])=[CH:26][CH:27]=3)=[O:21])[N:8]=2)=[N:2]1. The catalyst class is: 1. (5) The catalyst class is: 12. Product: [Cl:22][C:21]1[C:16]([NH:14][C:4]2[CH:3]=[C:2]([I:1])[CH:7]=[CH:6][C:5]=2[N:8]([CH2:10][CH2:11][O:12][CH3:13])[CH3:9])=[N:17][C:18]([NH2:23])=[N:19][CH:20]=1. Reactant: [I:1][C:2]1[CH:3]=[C:4]([NH2:14])[C:5]([N:8]([CH2:10][CH2:11][O:12][CH3:13])[CH3:9])=[CH:6][CH:7]=1.Cl[C:16]1[C:21]([Cl:22])=[CH:20][N:19]=[C:18]([NH2:23])[N:17]=1.Cl.[OH-].[Na+]. (6) Reactant: [F:1][C:2]1[CH:7]=[CH:6][C:5]([S:8](Cl)(=[O:10])=[O:9])=[CH:4][CH:3]=1.Br.[Br:13][CH2:14][CH2:15][NH2:16].C(N(CC)CC)C. Product: [Br:13][CH2:14][CH2:15][NH:16][S:8]([C:5]1[CH:6]=[CH:7][C:2]([F:1])=[CH:3][CH:4]=1)(=[O:10])=[O:9]. The catalyst class is: 46. (7) Reactant: [CH2:1]1[C:9]2[C:8]3[CH:10]=[CH:11][CH:12]=[CH:13][C:7]=3[O:6][C:5]=2[CH2:4][CH2:3][CH:2]1[NH2:14].[C:15]([C:19]1[CH:27]=[CH:26][C:22]([C:23](Cl)=[O:24])=[CH:21][CH:20]=1)([CH3:18])([CH3:17])[CH3:16].C(N(CC)CC)C. Product: [C:15]([C:19]1[CH:20]=[CH:21][C:22]([C:23]([NH:14][C:2]2[CH:3]=[CH:4][C:5]3[O:6][C:7]4[CH2:13][CH2:12][CH2:11][CH2:10][C:8]=4[C:9]=3[CH:1]=2)=[O:24])=[CH:26][CH:27]=1)([CH3:18])([CH3:16])[CH3:17]. The catalyst class is: 7.